From a dataset of Reaction yield outcomes from USPTO patents with 853,638 reactions. Predict the reaction yield, written as a fraction of the theoretical maximum amount of product (1.0 means a 100% yield; for example, 0.34 means a 34% yield). The reactants are [F:1][C:2]([F:7])([F:6])[C:3]([OH:5])=[O:4].[F:8][C:9]1[C:14]([F:15])=[CH:13][C:12]([C:16]2[CH:43]=[CH:42][C:19]([O:20][CH2:21][C:22]3[CH:23]=[C:24]([CH:39]=[CH:40][CH:41]=3)[C:25]([N:27]([CH2:32][CH:33]3[CH2:38][CH2:37][NH:36][CH2:35][CH2:34]3)[CH2:28][C:29]([OH:31])=[O:30])=[O:26])=[CH:18][CH:17]=2)=[C:11]([S:44][CH3:45])[CH:10]=1.[C:46](O)(=O)C.C=O.C(O[BH-](OC(=O)C)OC(=O)C)(=O)C.[Na+]. The catalyst is C(O)C. The product is [F:1][C:2]([F:7])([F:6])[C:3]([OH:5])=[O:4].[F:8][C:9]1[C:14]([F:15])=[CH:13][C:12]([C:16]2[CH:17]=[CH:18][C:19]([O:20][CH2:21][C:22]3[CH:23]=[C:24]([CH:39]=[CH:40][CH:41]=3)[C:25]([N:27]([CH2:32][CH:33]3[CH2:38][CH2:37][N:36]([CH3:46])[CH2:35][CH2:34]3)[CH2:28][C:29]([OH:31])=[O:30])=[O:26])=[CH:42][CH:43]=2)=[C:11]([S:44][CH3:45])[CH:10]=1. The yield is 0.250.